This data is from Forward reaction prediction with 1.9M reactions from USPTO patents (1976-2016). The task is: Predict the product of the given reaction. The product is: [C:14]([C:13]1[CH:12]=[C:11]([C:17](=[N:37][OH:38])[NH2:18])[CH:10]=[C:9]([O:8][C:7]2[C:3]([CH2:1][CH3:2])=[N:4][N:5]([CH2:21][CH2:22][O:23][CH2:24][O:25][CH2:26][CH2:27][O:28][CH3:29])[C:6]=2[CH2:19][CH3:20])[CH:16]=1)#[N:15]. Given the reactants [CH2:1]([C:3]1[C:7]([O:8][C:9]2[CH:10]=[C:11]([C:17]#[N:18])[CH:12]=[C:13]([CH:16]=2)[C:14]#[N:15])=[C:6]([CH2:19][CH3:20])[N:5]([CH2:21][CH2:22][O:23][CH2:24][O:25][CH2:26][CH2:27][O:28][CH3:29])[N:4]=1)[CH3:2].C(=O)([O-])[O-].[Na+].[Na+].Cl.[NH2:37][OH:38], predict the reaction product.